From a dataset of Forward reaction prediction with 1.9M reactions from USPTO patents (1976-2016). Predict the product of the given reaction. (1) Given the reactants [F:1][C:2]1[CH:3]=[CH:4][C:5]([C:8]([OH:16])([C:10]#[C:11][Si](C)(C)C)[CH3:9])=[N:6][CH:7]=1.[F-].[K+], predict the reaction product. The product is: [F:1][C:2]1[CH:3]=[CH:4][C:5]([C:8]([OH:16])([C:10]#[CH:11])[CH3:9])=[N:6][CH:7]=1. (2) Given the reactants [Cl:1][C:2]1[CH:28]=[CH:27][C:5]([CH2:6][NH:7][C:8]([C:10]2[C:11]([OH:26])=[C:12]3[CH:18]=[C:17]([CH2:19][N:20]4[CH2:25][CH2:24][O:23][CH2:22][CH2:21]4)[S:16][C:13]3=[N:14][CH:15]=2)=[O:9])=[CH:4][CH:3]=1.C1(P(C2C=CC=CC=2)C2C=CC=CC=2)C=CC=CC=1.[N:48]1[CH:53]=[CH:52][CH:51]=[C:50]([CH2:54]O)[CH:49]=1, predict the reaction product. The product is: [Cl:1][C:2]1[CH:28]=[CH:27][C:5]([CH2:6][NH:7][C:8]([C:10]2[C:11](=[O:26])[C:12]3[CH:18]=[C:17]([CH2:19][N:20]4[CH2:21][CH2:22][O:23][CH2:24][CH2:25]4)[S:16][C:13]=3[N:14]([CH2:54][C:50]3[CH:49]=[N:48][CH:53]=[CH:52][CH:51]=3)[CH:15]=2)=[O:9])=[CH:4][CH:3]=1. (3) The product is: [CH2:19]([N:4]([CH2:1][CH2:2][CH3:3])[CH2:5][CH2:6][CH2:7][CH2:8][NH:9][CH2:10][C:11]1[CH:12]=[CH:13][C:14]([CH2:15][NH2:16])=[CH:17][CH:18]=1)[CH2:20][CH3:21]. Given the reactants [CH2:1]([N:4]([CH2:19][CH2:20][CH3:21])[CH2:5][CH2:6][CH2:7][CH2:8][NH:9][CH2:10][C:11]1[CH:18]=[CH:17][C:14]([C:15]#[N:16])=[CH:13][CH:12]=1)[CH2:2][CH3:3].C[O-].[Na+].CO.[H][H], predict the reaction product.